From a dataset of Peptide-MHC class I binding affinity with 185,985 pairs from IEDB/IMGT. Regression. Given a peptide amino acid sequence and an MHC pseudo amino acid sequence, predict their binding affinity value. This is MHC class I binding data. The peptide sequence is MSSSVDVDIY. The MHC is HLA-A33:01 with pseudo-sequence HLA-A33:01. The binding affinity (normalized) is 0.0482.